This data is from TCR-epitope binding with 47,182 pairs between 192 epitopes and 23,139 TCRs. The task is: Binary Classification. Given a T-cell receptor sequence (or CDR3 region) and an epitope sequence, predict whether binding occurs between them. The epitope is FLLNKEMYL. The TCR CDR3 sequence is CASSLRGDTQYF. Result: 0 (the TCR does not bind to the epitope).